Predict the product of the given reaction. From a dataset of Forward reaction prediction with 1.9M reactions from USPTO patents (1976-2016). Given the reactants Cl[C:2]1[N:3]=[C:4]([N:24]2[CH2:29][CH2:28][O:27][CH2:26][CH2:25]2)[C:5]2[S:10][C:9]([CH2:11][N:12]3[CH2:17][CH2:16][N:15]([CH2:18][C:19]([N:21]([CH3:23])[CH3:22])=[O:20])[CH2:14][CH2:13]3)=[CH:8][C:6]=2[N:7]=1.[CH3:30][C:31]1[CH:36]=[CH:35][C:34](B2OC(C)(C)C(C)(C)O2)=[CH:33][N:32]=1, predict the reaction product. The product is: [CH3:22][N:21]([CH3:23])[C:19](=[O:20])[CH2:18][N:15]1[CH2:16][CH2:17][N:12]([CH2:11][C:9]2[S:10][C:5]3[C:4]([N:24]4[CH2:29][CH2:28][O:27][CH2:26][CH2:25]4)=[N:3][C:2]([C:34]4[CH:33]=[N:32][C:31]([CH3:30])=[CH:36][CH:35]=4)=[N:7][C:6]=3[CH:8]=2)[CH2:13][CH2:14]1.